From a dataset of Full USPTO retrosynthesis dataset with 1.9M reactions from patents (1976-2016). Predict the reactants needed to synthesize the given product. (1) Given the product [F:59][C:33]([F:32])([F:58])[C:34]1[CH:35]=[C:36]([CH:51]=[C:52]([C:54]([F:55])([F:56])[F:57])[CH:53]=1)[CH2:37][O:38][C@H:39]1[O:44][CH2:43][CH2:42][N:41]([C:14]([CH2:13][C:5]2[CH:6]=[N:1][CH:2]=[CH:3][CH:4]=2)=[O:15])[C@@H:40]1[C:45]1[CH:50]=[CH:49][CH:48]=[CH:47][CH:46]=1, predict the reactants needed to synthesize it. The reactants are: [N:1]1[CH:6]=[CH:5][C:4](CC(O)=O)=[CH:3][CH:2]=1.CN1CC[O:15][CH2:14][CH2:13]1.C1C=CC2N(O)N=NC=2C=1.C(Cl)CCl.[F:32][C:33]([F:59])([F:58])[C:34]1[CH:35]=[C:36]([CH:51]=[C:52]([C:54]([F:57])([F:56])[F:55])[CH:53]=1)[CH2:37][O:38][C@H:39]1[O:44][CH2:43][CH2:42][NH:41][C@@H:40]1[C:45]1[CH:50]=[CH:49][CH:48]=[CH:47][CH:46]=1. (2) Given the product [CH3:16][C:17]([NH:24][C:13]([C:5]1[CH:4]=[CH:3][C:2]([Cl:1])=[C:7]([O:8][CH2:9][CH:10]2[CH2:11][CH2:12]2)[N:6]=1)=[O:15])([C:19]1[N:23]=[CH:22][O:21][N:20]=1)[CH3:18], predict the reactants needed to synthesize it. The reactants are: [Cl:1][C:2]1[CH:3]=[CH:4][C:5]([C:13]([OH:15])=O)=[N:6][C:7]=1[O:8][CH2:9][CH:10]1[CH2:12][CH2:11]1.[CH3:16][C:17]([NH2:24])([C:19]1[N:23]=[CH:22][O:21][N:20]=1)[CH3:18]. (3) Given the product [O:14]1[CH:18]=[CH:17][CH:16]=[C:15]1[C:2]1[CH:3]=[C:4]2[C:9](=[CH:10][CH:11]=1)[NH:8][C:7](=[O:12])[NH:6][C:5]2=[O:13], predict the reactants needed to synthesize it. The reactants are: Br[C:2]1[CH:3]=[C:4]2[C:9](=[CH:10][CH:11]=1)[NH:8][C:7](=[O:12])[NH:6][C:5]2=[O:13].[O:14]1[CH:18]=[CH:17][CH:16]=[C:15]1B(O)O.P([O-])([O-])([O-])=O.[K+].[K+].[K+].O. (4) Given the product [CH3:14][C:9]1([CH3:15])[CH:8]=[C:7]([CH3:16])[C:6]2[C:11](=[CH:12][CH:13]=[C:4]([OH:3])[CH:5]=2)[NH:10]1, predict the reactants needed to synthesize it. The reactants are: C([O:3][C:4]1[CH:5]=[C:6]2[C:11](=[CH:12][CH:13]=1)[NH:10][C:9]([CH3:15])([CH3:14])[CH:8]=[C:7]2[CH3:16])C.B(Br)(Br)Br. (5) Given the product [Br:1][C:2]1[CH:7]=[CH:6][C:5]([C:8]([F:11])([F:10])[F:9])=[CH:4][C:3]=1[S:12]([NH:16][C@@H:17]1[CH2:21][CH2:20][N:19]([C:22]#[N:31])[CH2:18]1)(=[O:14])=[O:13], predict the reactants needed to synthesize it. The reactants are: [Br:1][C:2]1[CH:7]=[CH:6][C:5]([C:8]([F:11])([F:10])[F:9])=[CH:4][C:3]=1[S:12](Cl)(=[O:14])=[O:13].[NH2:16][C@@H:17]1[CH2:21][CH2:20][N:19]([C:22](OC(C)(C)C)=O)[CH2:18]1.C([N:31](CC)CC)C.CCN(C(C)C)C(C)C.BrC#N.C(O)C(N)(CO)CO. (6) The reactants are: [Cl:1][C:2]1[C:10]([Cl:11])=[CH:9][CH:8]=[CH:7][C:3]=1[C:4]([OH:6])=O.[CH:12]1([C:15]2[N:20]=[CH:19][C:18]([CH:21]([CH2:24][C:25]3([CH:28]([F:30])[F:29])[CH2:27][CH2:26]3)[CH2:22][NH2:23])=[CH:17][CH:16]=2)[CH2:14][CH2:13]1. Given the product [Cl:1][C:2]1[C:10]([Cl:11])=[CH:9][CH:8]=[CH:7][C:3]=1[C:4]([NH:23][CH2:22][CH:21]([C:18]1[CH:19]=[N:20][C:15]([CH:12]2[CH2:14][CH2:13]2)=[CH:16][CH:17]=1)[CH2:24][C:25]1([CH:28]([F:29])[F:30])[CH2:27][CH2:26]1)=[O:6], predict the reactants needed to synthesize it. (7) Given the product [NH:5]1[CH2:4][CH2:3][CH:2]([NH:1][C:27]([C:23]2[S:22][CH:26]=[CH:25][CH:24]=2)=[O:28])[CH2:7][CH2:6]1, predict the reactants needed to synthesize it. The reactants are: [NH2:1][CH:2]1[CH2:7][CH2:6][N:5](C(OC(C)(C)C)=O)[CH2:4][CH2:3]1.C(N(CC)CC)C.[S:22]1[CH:26]=[CH:25][CH:24]=[C:23]1[C:27](Cl)=[O:28]. (8) Given the product [C:34]([O:33][C:31]([N:8]1[CH2:9][CH2:10][CH:11]([N:14]2[C:18](=[O:19])[CH2:17][CH:16]([C:20]([OH:22])=[O:21])[CH2:15]2)[CH2:12][CH2:13]1)=[O:32])([CH3:35])([CH3:36])[CH3:37], predict the reactants needed to synthesize it. The reactants are: C([N:8]1[CH2:13][CH2:12][CH:11]([N:14]2[C:18](=[O:19])[CH2:17][CH:16]([C:20]([OH:22])=[O:21])[CH2:15]2)[CH2:10][CH2:9]1)C1C=CC=CC=1.[CH3:35][C:34]([O:33][C:31](O[C:31]([O:33][C:34]([CH3:37])([CH3:36])[CH3:35])=[O:32])=[O:32])([CH3:37])[CH3:36].[H][H]. (9) Given the product [F:23][C:2]([F:1])([F:22])[CH:3]([C:16]1[CH:17]=[N:18][CH:19]=[CH:20][CH:21]=1)[O:4][C:5]1[N:10]=[C:9]2[CH:11]=[N:12][CH:13]=[CH:14][C:8]2=[N:7][C:6]=1[NH:15][S:27]([CH2:24][CH2:25][CH3:26])(=[O:29])=[O:28], predict the reactants needed to synthesize it. The reactants are: [F:1][C:2]([F:23])([F:22])[CH:3]([C:16]1[CH:17]=[N:18][CH:19]=[CH:20][CH:21]=1)[O:4][C:5]1[N:10]=[C:9]2[CH:11]=[N:12][CH:13]=[CH:14][C:8]2=[N:7][C:6]=1[NH2:15].[CH2:24]([S:27](Cl)(=[O:29])=[O:28])[CH2:25][CH3:26].[H-].[Na+].O. (10) Given the product [Cl:1][C:2]1[CH:3]=[CH:4][C:5]([O:36][CH:37]([F:39])[F:38])=[C:6]([C:8]2[C:12]([NH:13][C:14]([C:16]3[CH:17]=[N:18][N:19]4[CH:24]=[CH:23][CH:22]=[N:21][C:20]=34)=[O:15])=[CH:11][N:10]([CH2:25][CH2:26][NH:41][CH2:42][C:43]([O:45][CH3:46])=[O:44])[N:9]=2)[CH:7]=1, predict the reactants needed to synthesize it. The reactants are: [Cl:1][C:2]1[CH:3]=[CH:4][C:5]([O:36][CH:37]([F:39])[F:38])=[C:6]([C:8]2[C:12]([NH:13][C:14]([C:16]3[CH:17]=[N:18][N:19]4[CH:24]=[CH:23][CH:22]=[N:21][C:20]=34)=[O:15])=[CH:11][N:10]([CH2:25][CH2:26]N[C@@H](C3C=CC=CC=3)C)[N:9]=2)[CH:7]=1.Cl.[NH2:41][CH2:42][C:43]([O:45][CH3:46])=[O:44].CCN(C(C)C)C(C)C.